From a dataset of Full USPTO retrosynthesis dataset with 1.9M reactions from patents (1976-2016). Predict the reactants needed to synthesize the given product. Given the product [N:9]1([C:32]([OH:33])=[O:39])[CH2:10][CH2:1][O:2][CH2:3][CH2:8]1, predict the reactants needed to synthesize it. The reactants are: [CH3:1][O:2][C:3]1[C:8]2[N:9]=[C:10](N)SC=2C(C2N=C(C3C=NC(C)=CC=3)SC=2)=CC=1.C(N(CC)CC)C.[C:32](Cl)(Cl)=[O:33].N1CC[O:39]CC1.